Predict which catalyst facilitates the given reaction. From a dataset of Catalyst prediction with 721,799 reactions and 888 catalyst types from USPTO. Reactant: [NH2:1][C@@H:2]1[CH2:6][CH2:5][N:4]([C:7]2[N:15]=[C:14]3[C:10]([N:11]=[CH:12][N:13]3[C@@H:16]3[CH2:20][C@H:19]([N:21]4[N:25]=[N:24][C:23]([CH2:26][CH3:27])=[N:22]4)[C@@H:18]([OH:28])[C@H:17]3[OH:29])=[C:9]([NH:30][CH2:31][CH:32]([C:39]3[CH:44]=[CH:43][CH:42]=[CH:41][CH:40]=3)[C:33]3[CH:38]=[CH:37][CH:36]=[CH:35][CH:34]=3)[N:8]=2)[CH2:3]1.[C:45](=[O:48])([O-])[O-].[K+].[K+].[Cl:51]C(OC1C=CC=CC=1)=O.[NH2:61][CH2:62][C:63]1[CH:68]=[CH:67][CH:66]=[CH:65][N:64]=1. Product: [ClH:51].[C:39]1([CH:32]([C:33]2[CH:34]=[CH:35][CH:36]=[CH:37][CH:38]=2)[CH2:31][NH:30][C:9]2[N:8]=[C:7]([N:4]3[CH2:5][CH2:6][C@@H:2]([NH:1][C:45]([NH:61][CH2:62][C:63]4[CH:68]=[CH:67][CH:66]=[CH:65][N:64]=4)=[O:48])[CH2:3]3)[N:15]=[C:14]3[C:10]=2[N:11]=[CH:12][N:13]3[C@@H:16]2[CH2:20][C@H:19]([N:21]3[N:25]=[N:24][C:23]([CH2:26][CH3:27])=[N:22]3)[C@@H:18]([OH:28])[C@H:17]2[OH:29])[CH:44]=[CH:43][CH:42]=[CH:41][CH:40]=1. The catalyst class is: 1.